From a dataset of Forward reaction prediction with 1.9M reactions from USPTO patents (1976-2016). Predict the product of the given reaction. (1) Given the reactants S(OC)(O[CH3:5])(=O)=O.C([O-])([O-])=O.[K+].[K+].[CH2:14]([NH:32][C:33](=[O:39])[CH2:34][CH2:35][C:36]([OH:38])=[O:37])[CH2:15][CH2:16][CH2:17][CH2:18][CH2:19][CH2:20][CH2:21][CH2:22][CH2:23][CH2:24][CH2:25][CH2:26][CH2:27][CH2:28][CH2:29][CH2:30][CH3:31], predict the reaction product. The product is: [CH2:14]([NH:32][C:33](=[O:39])[CH2:34][CH2:35][C:36]([O:38][CH3:5])=[O:37])[CH2:15][CH2:16][CH2:17][CH2:18][CH2:19][CH2:20][CH2:21][CH2:22][CH2:23][CH2:24][CH2:25][CH2:26][CH2:27][CH2:28][CH2:29][CH2:30][CH3:31]. (2) Given the reactants [N+:1]([C:4]1[CH:5]=[N:6][CH:7]=[CH:8][C:9]=1[N:10]1[CH2:16][CH2:15][CH2:14][N:13]([C:17]([O:19][C:20]([CH3:23])([CH3:22])[CH3:21])=[O:18])[CH2:12][CH2:11]1)([O-])=O.[NH4+].[Cl-].CCO, predict the reaction product. The product is: [NH2:1][C:4]1[CH:5]=[N:6][CH:7]=[CH:8][C:9]=1[N:10]1[CH2:16][CH2:15][CH2:14][N:13]([C:17]([O:19][C:20]([CH3:23])([CH3:22])[CH3:21])=[O:18])[CH2:12][CH2:11]1. (3) Given the reactants [F:1][C:2]1[CH:7]=[CH:6][CH:5]=[CH:4][C:3]=1[C:8](=O)[CH:9]([C:14]1[CH:26]=[CH:25][C:17]2[N:18]=[C:19]([NH:21][CH:22]([CH3:24])[CH3:23])[S:20][C:16]=2[CH:15]=1)[C:10]([O:12]C)=O.[NH2:28][NH2:29].[OH-].[NH4+].CO.C(Cl)Cl, predict the reaction product. The product is: [F:1][C:2]1[CH:7]=[CH:6][CH:5]=[CH:4][C:3]=1[C:8]1[C:9]([C:14]2[CH:26]=[CH:25][C:17]3[N:18]=[C:19]([NH:21][CH:22]([CH3:23])[CH3:24])[S:20][C:16]=3[CH:15]=2)=[C:10]([OH:12])[NH:29][N:28]=1. (4) Given the reactants [NH2:1][C:2]1[CH:7]=[C:6]([C:8]([NH:10][CH2:11][C:12]([CH3:15])([CH3:14])[CH3:13])=[O:9])[CH:5]=[CH:4][C:3]=1[C:16]1[C:21]([CH3:22])=[C:20]([F:23])[CH:19]=[C:18]([C:24]([NH:26][CH:27]2[CH2:29][CH2:28]2)=[O:25])[CH:17]=1.[CH2:30]([N:37]=[C:38]=[O:39])[C:31]1[CH:36]=[CH:35][CH:34]=[CH:33][CH:32]=1.CCN(CC)CC, predict the reaction product. The product is: [CH:27]1([NH:26][C:24]([C:18]2[CH:17]=[C:16]([C:3]3[CH:4]=[CH:5][C:6]([C:8]([NH:10][CH2:11][C:12]([CH3:13])([CH3:15])[CH3:14])=[O:9])=[CH:7][C:2]=3[NH:1][C:38]([NH:37][CH2:30][C:31]3[CH:36]=[CH:35][CH:34]=[CH:33][CH:32]=3)=[O:39])[C:21]([CH3:22])=[C:20]([F:23])[CH:19]=2)=[O:25])[CH2:29][CH2:28]1. (5) Given the reactants C[O:2][C:3](=[O:24])[CH2:4][CH:5]1[CH2:10][CH2:9][CH:8]([C:11]2[CH:16]=[CH:15][C:14]([C:17]3[CH:22]=[CH:21][C:20]([NH2:23])=[CH:19][N:18]=3)=[CH:13][CH:12]=2)[CH2:7][CH2:6]1.[N:25]([C:28]1[CH:33]=[CH:32][C:31]([O:34][C:35]([F:38])([F:37])[F:36])=[CH:30][CH:29]=1)=[C:26]=[O:27], predict the reaction product. The product is: [F:36][C:35]([F:37])([F:38])[O:34][C:31]1[CH:30]=[CH:29][C:28]([NH:25][C:26](=[O:27])[NH:23][C:20]2[CH:21]=[CH:22][C:17]([C:14]3[CH:15]=[CH:16][C:11]([CH:8]4[CH2:9][CH2:10][CH:5]([CH2:4][C:3]([OH:2])=[O:24])[CH2:6][CH2:7]4)=[CH:12][CH:13]=3)=[N:18][CH:19]=2)=[CH:33][CH:32]=1. (6) Given the reactants [CH3:1][S:2](Cl)(=[O:4])=[O:3].[CH3:6][C:7]1[CH:8]=[C:9]2[O:16][CH2:15][CH:14]([CH2:17][OH:18])[O:13][C:10]2=[N:11][CH:12]=1.C(N(CC)CC)C.O, predict the reaction product. The product is: [CH3:1][S:2]([O:18][CH2:17][CH:14]1[O:13][C:10]2=[N:11][CH:12]=[C:7]([CH3:6])[CH:8]=[C:9]2[O:16][CH2:15]1)(=[O:4])=[O:3]. (7) Given the reactants Cl.Cl.Cl.[CH3:4][C:5]1[N:9]([CH:10]2[CH2:16][C@H:15]3[N:17]([CH2:18][CH2:19][C:20]4([C:26]5[CH:31]=[CH:30][CH:29]=[CH:28][CH:27]=5)[O:25][CH2:24][CH2:23][NH:22][CH2:21]4)[C@H:12]([CH2:13][CH2:14]3)[CH2:11]2)[C:8]2[CH:32]=[CH:33][CH:34]=[CH:35][C:7]=2[N:6]=1.[OH:36][CH2:37][C:38]([CH3:43])([CH3:42])[C:39](O)=[O:40].C(N(C(C)C)CC)(C)C.CN(C(ON1N=NC2C=CC=NC1=2)=[N+](C)C)C.F[P-](F)(F)(F)(F)F, predict the reaction product. The product is: [CH3:42][C:38]([CH3:43])([C:37]([N:22]1[CH2:23][CH2:24][O:25][C:20]([CH2:19][CH2:18][N:17]2[C@H:12]3[CH2:13][CH2:14][C@@H:15]2[CH2:16][CH:10]([N:9]2[C:8]4[CH:32]=[CH:33][CH:34]=[CH:35][C:7]=4[N:6]=[C:5]2[CH3:4])[CH2:11]3)([C:26]2[CH:31]=[CH:30][CH:29]=[CH:28][CH:27]=2)[CH2:21]1)=[O:36])[CH2:39][OH:40]. (8) Given the reactants [F:1][C:2]1[CH:3]=[C:4]([CH:8]=[CH:9][CH:10]=1)[CH2:5][CH2:6]Br.[C-:11]#[N:12].[Na+], predict the reaction product. The product is: [F:1][C:2]1[CH:3]=[C:4]([CH:8]=[CH:9][CH:10]=1)[CH2:5][CH2:6][C:11]#[N:12]. (9) Given the reactants Br[C:2]1[S:6][C:5]([NH:7][C:8]2[CH:13]=[C:12]([CH2:14][O:15][Si](C(C)(C)C)(C)C)[CH:11]=[CH:10][N:9]=2)=[N:4][CH:3]=1.[SH:23][C:24]1[CH:29]=[CH:28][N:27]=[C:26]([C:30]([O:32]C)=[O:31])[CH:25]=1.C[O-].[Na+].[OH-].[Na+].Cl, predict the reaction product. The product is: [OH:15][CH2:14][C:12]1[CH:11]=[CH:10][N:9]=[C:8]([NH:7][C:5]2[S:6][C:2]([S:23][C:24]3[CH:29]=[CH:28][N:27]=[C:26]([C:30]([OH:32])=[O:31])[CH:25]=3)=[CH:3][N:4]=2)[CH:13]=1.